From a dataset of Catalyst prediction with 721,799 reactions and 888 catalyst types from USPTO. Predict which catalyst facilitates the given reaction. (1) Reactant: CSC1C=CN=C([O:9][C@@H:10]2[CH2:15][CH2:14][C@@H:13]([CH3:16])[N:12](C(C3C=CC=CC=3N3N=CC=N3)=O)[CH2:11]2)C=1C#N.[C:40](O[C:40]([O:42][C:43]([CH3:46])([CH3:45])[CH3:44])=[O:41])([O:42][C:43]([CH3:46])([CH3:45])[CH3:44])=[O:41]. Product: [OH:9][C@H:10]1[CH2:11][N:12]([C:40]([O:42][C:43]([CH3:44])([CH3:45])[CH3:46])=[O:41])[C@H:13]([CH3:16])[CH2:14][CH2:15]1. The catalyst class is: 99. (2) Reactant: [Cl:1][C:2]1[CH:3]=[N+:4]([O-:59])[CH:5]=[C:6]([Cl:58])[C:7]=1[CH2:8][C@@H:9]([C:43]1[CH:48]=[CH:47][C:46]([O:49][CH:50]([F:52])[F:51])=[C:45]([O:53][CH2:54][CH:55]2[CH2:57][CH2:56]2)[CH:44]=1)[O:10][C:11]([C@H:13]1[N:17]([S:18]([C:21]2[CH:26]=[CH:25][CH:24]=[C:23]([C:27](=[O:42])[NH:28][CH2:29][CH2:30][NH:31][C:32](=[O:41])[C:33]3[CH:38]=[CH:37][CH:36]=[C:35]([CH:39]=O)[CH:34]=3)[CH:22]=2)(=[O:20])=[O:19])[CH2:16][CH2:15][S:14]1)=[O:12].[NH2:60][C:61]1[CH:66]=[CH:65][CH:64]=[CH:63][CH:62]=1.C(O)(=O)C.C(O[BH-](OC(=O)C)OC(=O)C)(=O)C.[Na+]. Product: [Cl:1][C:2]1[CH:3]=[N+:4]([O-:59])[CH:5]=[C:6]([Cl:58])[C:7]=1[CH2:8][C@@H:9]([C:43]1[CH:48]=[CH:47][C:46]([O:49][CH:50]([F:51])[F:52])=[C:45]([O:53][CH2:54][CH:55]2[CH2:57][CH2:56]2)[CH:44]=1)[O:10][C:11]([C@H:13]1[N:17]([S:18]([C:21]2[CH:26]=[CH:25][CH:24]=[C:23]([C:27](=[O:42])[NH:28][CH2:29][CH2:30][NH:31][C:32](=[O:41])[C:33]3[CH:38]=[CH:37][CH:36]=[C:35]([CH2:39][NH:60][C:61]4[CH:66]=[CH:65][CH:64]=[CH:63][CH:62]=4)[CH:34]=3)[CH:22]=2)(=[O:20])=[O:19])[CH2:16][CH2:15][S:14]1)=[O:12]. The catalyst class is: 2. (3) Product: [CH3:1][O:2][C:3]1[CH:8]=[CH:7][C:6]([C:9]2[S:13][C:12]([C:14]([NH:16][C:17]3([C:25]([OH:27])=[O:26])[CH2:18][CH2:19][CH2:20][CH2:21][CH2:22][CH2:23][CH2:24]3)=[O:15])=[C:11]([NH:29][C:30]([NH:32][C:33]3[C:38]([CH3:39])=[CH:37][C:36]([CH3:40])=[CH:35][C:34]=3[CH3:41])=[O:31])[CH:10]=2)=[CH:5][CH:4]=1. The catalyst class is: 12. Reactant: [CH3:1][O:2][C:3]1[CH:8]=[CH:7][C:6]([C:9]2[S:13][C:12]([C:14]([NH:16][C:17]3([C:25]([O:27]C)=[O:26])[CH2:24][CH2:23][CH2:22][CH2:21][CH2:20][CH2:19][CH2:18]3)=[O:15])=[C:11]([NH:29][C:30]([NH:32][C:33]3[C:38]([CH3:39])=[CH:37][C:36]([CH3:40])=[CH:35][C:34]=3[CH3:41])=[O:31])[CH:10]=2)=[CH:5][CH:4]=1.[OH-].[Li+]. (4) Reactant: [C:1]1([C:20]2[CH:25]=[CH:24][CH:23]=[CH:22][CH:21]=2)[CH:6]=[CH:5][CH:4]=[C:3]([NH:7][C:8](=[O:19])[CH2:9][CH2:10][CH2:11][CH2:12][CH2:13][CH:14]2OCC[O:15]2)[CH:2]=1.O.C1(C)C=CC(S(O)(=O)=O)=CC=1. Product: [C:1]1([C:20]2[CH:25]=[CH:24][CH:23]=[CH:22][CH:21]=2)[CH:6]=[CH:5][CH:4]=[C:3]([NH:7][C:8](=[O:19])[CH2:9][CH2:10][CH2:11][CH2:12][CH2:13][CH:14]=[O:15])[CH:2]=1. The catalyst class is: 95. (5) Reactant: C(N(CC)CC)C.[CH:8]([C:10]([CH2:12][CH3:13])=[O:11])=[CH2:9].[C:14]1([CH3:24])[CH:19]=[CH:18]C(S([O-])(=O)=O)=[CH:16][CH:15]=1.[NH+]1[CH:30]=[CH:29][CH:28]=[CH:27][CH:26]=1.N[C@H](C(O)=[O:41])CC1C=CC=CC=1.[Cl-].[NH4+].[C:45]([O:48][CH2:49]C)(=[O:47])[CH3:46]. Product: [CH3:24][C:14]1[C:15](=[O:41])[CH2:16][CH2:9][C@@:8]2([C:27]3[CH:26]=[C:46]([CH:30]=[CH:29][CH:28]=3)[C:45]([O:48][CH3:49])=[O:47])[C:19]=1[CH2:18][CH2:13][CH2:12][C:10]2=[O:11]. The catalyst class is: 10. (6) Reactant: [OH:1]OS([O-])=O.[K+].[CH2:7]([S:9][C:10]1[CH:30]=[CH:29][C:13]([O:14][C:15]2[C:23]3[C:18](=[CH:19][CH:20]=[C:21]([C:24]([F:27])([F:26])[F:25])[CH:22]=3)[NH:17][C:16]=2[CH3:28])=[CH:12][CH:11]=1)[CH3:8].[OH2:31]. Product: [CH2:7]([S:9]([C:10]1[CH:30]=[CH:29][C:13]([O:14][C:15]2[C:23]3[C:18](=[CH:19][CH:20]=[C:21]([C:24]([F:25])([F:27])[F:26])[CH:22]=3)[NH:17][C:16]=2[CH3:28])=[CH:12][CH:11]=1)(=[O:1])=[O:31])[CH3:8]. The catalyst class is: 10. (7) Reactant: [CH2:1]([N:3]([CH2:50][CH3:51])[C:4]1[CH:9]=[CH:8][C:7]([NH:10][C:11](=[O:30])[C:12]2[CH:29]=[CH:28][CH:27]=[C:14]([C:15]([N:17]([CH3:26])[CH2:18][CH2:19][N:20]3[CH2:25][CH2:24][NH:23][CH2:22][CH2:21]3)=[O:16])[CH:13]=2)=[C:6]([C:31]2[CH:36]=[C:35]([C:37](=[O:49])[NH:38][C@@H:39]3[C:48]4[C:43](=[CH:44][CH:45]=[CH:46][CH:47]=4)[CH2:42][CH2:41][CH2:40]3)[CH:34]=[CH:33][N:32]=2)[CH:5]=1)[CH3:2].[C:52](=O)([O:76]C1C=CC([N+]([O-])=O)=CC=1)[O:53][CH2:54][CH2:55][O:56][CH2:57][CH2:58][O:59][CH2:60][CH2:61][O:62][CH2:63][CH2:64][O:65][CH2:66][CH2:67][O:68][CH2:69][CH2:70][O:71][CH2:72][CH2:73][O:74][CH3:75]. Product: [CH2:50]([N:3]([CH2:1][CH3:2])[C:4]1[CH:9]=[CH:8][C:7]([NH:10][C:11]([C:12]2[CH:13]=[C:14]([CH:27]=[CH:28][CH:29]=2)[C:15]([N:17]([CH2:18][CH2:19][N:20]2[CH2:25][CH2:24][N:23]([C:52]([O:53][CH2:54][CH2:55][O:56][CH2:57][CH2:58][O:59][CH2:60][CH2:61][O:62][CH2:63][CH2:64][O:65][CH2:66][CH2:67][O:68][CH2:69][CH2:70][O:71][CH2:72][CH2:73][O:74][CH3:75])=[O:76])[CH2:22][CH2:21]2)[CH3:26])=[O:16])=[O:30])=[C:6]([C:31]2[CH:36]=[C:35]([C:37](=[O:49])[NH:38][C@@H:39]3[C:48]4[C:43](=[CH:44][CH:45]=[CH:46][CH:47]=4)[CH2:42][CH2:41][CH2:40]3)[CH:34]=[CH:33][N:32]=2)[CH:5]=1)[CH3:51]. The catalyst class is: 599. (8) The catalyst class is: 2. Product: [Br:1][C:2]1[C:3](=[O:15])[O:4][C:5]2[C:10]([C:11]=1[CH3:12])=[CH:9][C:8]([OH:13])=[CH:7][CH:6]=2. Reactant: [Br:1][C:2]1[C:3](=[O:15])[O:4][C:5]2[C:10]([C:11]=1[CH3:12])=[CH:9][C:8]([O:13]C)=[CH:7][CH:6]=2.B(Br)(Br)Br. (9) Reactant: Cl.[F:2][C:3]1[CH:8]=[CH:7][C:6]([C:9]2[O:10][C:11]3[CH2:16][CH2:15][NH:14][CH2:13][C:12]=3[N:17]=2)=[CH:5][CH:4]=1.Cl[C:19]1[C:24]([C:25]#[N:26])=[CH:23][CH:22]=[CH:21][N:20]=1.CCN(C(C)C)C(C)C. Product: [F:2][C:3]1[CH:4]=[CH:5][C:6]([C:9]2[O:10][C:11]3[CH2:16][CH2:15][N:14]([C:19]4[N:20]=[CH:21][CH:22]=[CH:23][C:24]=4[C:25]#[N:26])[CH2:13][C:12]=3[N:17]=2)=[CH:7][CH:8]=1. The catalyst class is: 3. (10) Reactant: Cl[C:2]1[N:7]=[C:6]([NH:8][C:9]2[CH:14]=[CH:13][CH:12]=[CH:11][C:10]=2[S:15]([CH:18]([CH3:20])[CH3:19])(=[O:17])=[O:16])[C:5]([Cl:21])=[CH:4][N:3]=1.[NH3:22]. Product: [Cl:21][C:5]1[C:6]([NH:8][C:9]2[CH:14]=[CH:13][CH:12]=[CH:11][C:10]=2[S:15]([CH:18]([CH3:20])[CH3:19])(=[O:17])=[O:16])=[N:7][C:2]([NH2:22])=[N:3][CH:4]=1. The catalyst class is: 41.